From a dataset of Catalyst prediction with 721,799 reactions and 888 catalyst types from USPTO. Predict which catalyst facilitates the given reaction. (1) Reactant: [C:1]([O:5][C:6]([NH:8][CH:9]([C:11]([OH:13])=O)[CH3:10])=[O:7])([CH3:4])([CH3:3])[CH3:2].C(N(CC)CC)C.C(Cl)(=O)OCC(C)C.[NH2:29][C:30]1[CH:31]=[C:32]([CH:37]=[CH:38][C:39]=1[OH:40])[C:33]([O:35][CH3:36])=[O:34]. Product: [C:1]([O:5][C:6]([NH:8][C@H:9]([C:11]([NH:29][C:30]1[CH:31]=[C:32]([CH:37]=[CH:38][C:39]=1[OH:40])[C:33]([O:35][CH3:36])=[O:34])=[O:13])[CH3:10])=[O:7])([CH3:2])([CH3:3])[CH3:4]. The catalyst class is: 56. (2) Reactant: [O:1]=[C:2]1[C@@H:8]([NH:9]C(=O)OC(C)(C)C)[CH2:7][CH2:6][S:5][C@H:4]2[CH2:17][CH2:18][CH2:19][C@@H:20]([C:21](=[O:28])[NH:22][C:23]3[S:24][CH:25]=[CH:26][N:27]=3)[N:3]12.[ClH:29]. Product: [ClH:29].[NH2:9][C@H:8]1[CH2:7][CH2:6][S:5][C@H:4]2[CH2:17][CH2:18][CH2:19][C@@H:20]([C:21]([NH:22][C:23]3[S:24][CH:25]=[CH:26][N:27]=3)=[O:28])[N:3]2[C:2]1=[O:1]. The catalyst class is: 12. (3) Reactant: [Cl:1][C:2]1[CH:7]=[CH:6][CH:5]=[CH:4][C:3]=1[C@H:8]([O:10][C:11]1[CH:15]=[C:14]([N:16]2[C:20]3[CH:21]=[CH:22][C:23]([C:25]4[CH:26]=[N:27][C:28](Cl)=[N:29][CH:30]=4)=[CH:24][C:19]=3[N:18]=[CH:17]2)[S:13][C:12]=1[C:32]([NH2:34])=[O:33])[CH3:9].[CH3:35][N:36]([CH3:41])[CH2:37][CH2:38][NH:39][CH3:40]. Product: [Cl:1][C:2]1[CH:7]=[CH:6][CH:5]=[CH:4][C:3]=1[C@H:8]([O:10][C:11]1[CH:15]=[C:14]([N:16]2[C:20]3[CH:21]=[CH:22][C:23]([C:25]4[CH:30]=[N:29][C:28]([N:39]([CH2:38][CH2:37][N:36]([CH3:41])[CH3:35])[CH3:40])=[N:27][CH:26]=4)=[CH:24][C:19]=3[N:18]=[CH:17]2)[S:13][C:12]=1[C:32]([NH2:34])=[O:33])[CH3:9]. The catalyst class is: 14. (4) Reactant: [CH3:1][C:2]([C:21]1[CH:26]=[CH:25][C:24](SC)=[CH:23][N:22]=1)([C:10]1[NH:11][C:12]([C:15]2[CH:20]=[CH:19][CH:18]=[CH:17][N:16]=2)=[CH:13][CH:14]=1)[CH2:3][CH:4]1[CH2:9][CH2:8][O:7][CH2:6][CH2:5]1.O1CCC[CH2:30]1.O.O[O:36][S:37]([O-:39])=O.[K+]. Product: [CH3:1][C:2]([C:21]1[CH:26]=[CH:25][C:24]([S:37]([CH3:30])(=[O:39])=[O:36])=[CH:23][N:22]=1)([C:10]1[NH:11][C:12]([C:15]2[CH:20]=[CH:19][CH:18]=[CH:17][N:16]=2)=[CH:13][CH:14]=1)[CH2:3][CH:4]1[CH2:5][CH2:6][O:7][CH2:8][CH2:9]1. The catalyst class is: 370.